From a dataset of NCI-60 drug combinations with 297,098 pairs across 59 cell lines. Regression. Given two drug SMILES strings and cell line genomic features, predict the synergy score measuring deviation from expected non-interaction effect. Drug 1: COC1=C(C=C2C(=C1)N=CN=C2NC3=CC(=C(C=C3)F)Cl)OCCCN4CCOCC4. Drug 2: CCC1(CC2CC(C3=C(CCN(C2)C1)C4=CC=CC=C4N3)(C5=C(C=C6C(=C5)C78CCN9C7C(C=CC9)(C(C(C8N6C)(C(=O)OC)O)OC(=O)C)CC)OC)C(=O)OC)O.OS(=O)(=O)O. Cell line: HL-60(TB). Synergy scores: CSS=71.4, Synergy_ZIP=16.6, Synergy_Bliss=18.4, Synergy_Loewe=16.5, Synergy_HSA=17.1.